The task is: Predict the product of the given reaction.. This data is from Forward reaction prediction with 1.9M reactions from USPTO patents (1976-2016). (1) The product is: [CH2:19]([O:18][C:16]([C:15]1[O:10][C:5]2[C:4]([N+:11]([O-:13])=[O:12])=[CH:3][C:2]([Br:1])=[CH:9][C:6]=2[CH:7]=1)=[O:17])[CH3:20]. Given the reactants [Br:1][C:2]1[CH:3]=[C:4]([N+:11]([O-:13])=[O:12])[C:5]([OH:10])=[C:6]([CH:9]=1)[CH:7]=O.Br[CH:15](C(OCC)=O)[C:16]([O:18][CH2:19][CH3:20])=[O:17].C(=O)([O-])[O-].[K+].[K+].O, predict the reaction product. (2) Given the reactants Br[C:2]1[CH:9]=[CH:8][C:5]([CH:6]=[O:7])=[C:4]([N+:10]([O-:12])=[O:11])[CH:3]=1.[N:13]1([C:18]([C:20]2[CH:25]=[CH:24][C:23](B(O)O)=[CH:22][CH:21]=2)=[O:19])[CH2:17][CH2:16][CH2:15][CH2:14]1.CCO.C([O-])([O-])=O.[Na+].[Na+], predict the reaction product. The product is: [N+:10]([C:4]1[CH:3]=[C:2]([C:23]2[CH:22]=[CH:21][C:20]([C:18]([N:13]3[CH2:14][CH2:15][CH2:16][CH2:17]3)=[O:19])=[CH:25][CH:24]=2)[CH:9]=[CH:8][C:5]=1[CH:6]=[O:7])([O-:12])=[O:11]. (3) Given the reactants [Br:1][C:2]1[CH:3]=[C:4]2[C:8](=[C:9]([C:11]([NH2:13])=[O:12])[CH:10]=1)[NH:7][N:6]=[C:5]2[CH:14]1[CH2:19][CH2:18][N:17]([S:20]([CH2:23][CH2:24][CH2:25]Cl)(=[O:22])=[O:21])[CH2:16][CH2:15]1.C([O-])([O-])=O.[K+].[K+].[I-].[Na+].[NH:35]1[CH2:39][CH2:38][CH2:37][CH2:36]1, predict the reaction product. The product is: [Br:1][C:2]1[CH:3]=[C:4]2[C:8](=[C:9]([C:11]([NH2:13])=[O:12])[CH:10]=1)[NH:7][N:6]=[C:5]2[CH:14]1[CH2:19][CH2:18][N:17]([S:20]([CH2:23][CH2:24][CH2:25][N:35]2[CH2:39][CH2:38][CH2:37][CH2:36]2)(=[O:22])=[O:21])[CH2:16][CH2:15]1. (4) Given the reactants [CH:1]([O:4][C:5]([N:7]1[CH2:12][CH2:11][CH:10]([CH2:13][O:14][C:15]2[CH:20]=[CH:19][C:18](B3OC(C)(C)C(C)(C)O3)=[CH:17][CH:16]=2)[CH2:9][CH2:8]1)=[O:6])([CH3:3])[CH3:2].[C:30]([O:34][C:35]([NH:37][C@H:38]([C:55](=[O:61])[N:56]1[CH2:60][CH2:59][CH2:58][CH2:57]1)[CH2:39][C:40]1[CH:45]=[CH:44][C:43](OS(C(F)(F)F)(=O)=O)=[CH:42][C:41]=1[F:54])=[O:36])([CH3:33])([CH3:32])[CH3:31].CCN(C(C)C)C(C)C.CCOC(C)=O, predict the reaction product. The product is: [CH:1]([O:4][C:5]([N:7]1[CH2:8][CH2:9][CH:10]([CH2:13][O:14][C:15]2[CH:16]=[CH:17][C:18]([C:43]3[CH:44]=[CH:45][C:40]([CH2:39][C@H:38]([NH:37][C:35]([O:34][C:30]([CH3:32])([CH3:31])[CH3:33])=[O:36])[C:55](=[O:61])[N:56]4[CH2:60][CH2:59][CH2:58][CH2:57]4)=[C:41]([F:54])[CH:42]=3)=[CH:19][CH:20]=2)[CH2:11][CH2:12]1)=[O:6])([CH3:2])[CH3:3]. (5) The product is: [C:6]([C:8]1[C:16]2[C:11](=[CH:12][CH:13]=[CH:14][CH:15]=2)[N:10]([C:17]2[C:26]3[C:21](=[CH:22][CH:23]=[CH:24][CH:25]=3)[CH:20]=[CH:19][N:18]=2)[CH:9]=1)([OH:7])=[O:5]. Given the reactants O.[OH-].[Li+].C[O:5][C:6]([C:8]1[C:16]2[C:11](=[CH:12][CH:13]=[CH:14][CH:15]=2)[N:10]([C:17]2[C:26]3[C:21](=[CH:22][CH:23]=[CH:24][CH:25]=3)[CH:20]=[CH:19][N:18]=2)[CH:9]=1)=[O:7], predict the reaction product.